From a dataset of Full USPTO retrosynthesis dataset with 1.9M reactions from patents (1976-2016). Predict the reactants needed to synthesize the given product. Given the product [CH:10]([N:8]1[CH2:9][CH:6]([O:5][C:28]2[CH:27]=[CH:26][CH:25]=[C:24]([F:23])[CH:29]=2)[CH2:7]1)([C:17]1[CH:22]=[CH:21][CH:20]=[CH:19][CH:18]=1)[C:11]1[CH:16]=[CH:15][CH:14]=[CH:13][CH:12]=1, predict the reactants needed to synthesize it. The reactants are: CS([O:5][CH:6]1[CH2:9][N:8]([CH:10]([C:17]2[CH:22]=[CH:21][CH:20]=[CH:19][CH:18]=2)[C:11]2[CH:16]=[CH:15][CH:14]=[CH:13][CH:12]=2)[CH2:7]1)(=O)=O.[F:23][C:24]1[CH:25]=[C:26](O)[CH:27]=[CH:28][CH:29]=1.